From a dataset of Full USPTO retrosynthesis dataset with 1.9M reactions from patents (1976-2016). Predict the reactants needed to synthesize the given product. (1) Given the product [Cl:1][C:2]1[CH:17]=[C:16]([NH:18][C:19]2[C:20]3[N:27]([CH2:28][CH2:29][O:30][CH2:31][CH2:32][OH:33])[CH:26]=[CH:25][C:21]=3[N:22]=[CH:23][N:24]=2)[CH:15]=[CH:14][C:3]=1[O:4][C:5]1[CH:6]=[C:7]([CH:11]([OH:13])[CH3:12])[CH:8]=[CH:9][CH:10]=1, predict the reactants needed to synthesize it. The reactants are: [Cl:1][C:2]1[CH:17]=[C:16]([NH:18][C:19]2[C:20]3[N:27]([CH2:28][CH2:29][O:30][CH2:31][CH2:32][OH:33])[CH:26]=[CH:25][C:21]=3[N:22]=[CH:23][N:24]=2)[CH:15]=[CH:14][C:3]=1[O:4][C:5]1[CH:6]=[C:7]([C:11](=[O:13])[CH3:12])[CH:8]=[CH:9][CH:10]=1.[BH4-].[Na+].O. (2) Given the product [CH3:33][N:36]([CH3:37])[C:3](=[O:5])[CH:2]([OH:1])[C:6]1[CH:11]=[CH:10][CH:9]=[CH:8][C:7]=1[C:12]1[CH:32]=[CH:31][C:15]2[NH:16][C:17]([CH2:19][O:20][C:21]3[CH:22]=[CH:23][C:24]([C:27]([F:30])([F:29])[F:28])=[CH:25][CH:26]=3)=[N:18][C:14]=2[CH:13]=1, predict the reactants needed to synthesize it. The reactants are: [OH:1][CH:2]([C:6]1[CH:11]=[CH:10][CH:9]=[CH:8][C:7]=1[C:12]1[CH:32]=[CH:31][C:15]2[NH:16][C:17]([CH2:19][O:20][C:21]3[CH:26]=[CH:25][C:24]([C:27]([F:30])([F:29])[F:28])=[CH:23][CH:22]=3)=[N:18][C:14]=2[CH:13]=1)[C:3]([OH:5])=O.[CH:33]([N:36](C(C)C)[CH2:37]C)(C)C.CNC. (3) Given the product [NH2:20][C:21]([CH3:56])([CH3:55])[CH2:22][O:23][C:24]1[CH:29]=[CH:28][C:27]([NH:30][C:31]2[CH:32]=[CH:33][C:34]([CH2:37][CH2:38][NH:39][CH2:40][C@@H:41]([C:43]3[CH:52]=[CH:51][C:50]([OH:53])=[C:49]4[C:44]=3[CH:45]=[CH:46][C:47](=[O:54])[NH:48]4)[OH:42])=[CH:35][CH:36]=2)=[CH:26][CH:25]=1, predict the reactants needed to synthesize it. The reactants are: C(=O)(O)[O-].[NH4+].FC(F)(F)C([O-])=O.FC(F)(F)C(O)=O.[NH2:20][C:21]([CH3:56])([CH3:55])[CH2:22][O:23][C:24]1[CH:29]=[CH:28][C:27]([NH:30][C:31]2[CH:36]=[CH:35][C:34]([CH2:37][CH2:38][NH:39][CH2:40][C@@H:41]([C:43]3[CH:52]=[CH:51][C:50]([OH:53])=[C:49]4[C:44]=3[CH:45]=[CH:46][C:47](=[O:54])[NH:48]4)[OH:42])=[CH:33][CH:32]=2)=[CH:26][CH:25]=1. (4) Given the product [Cl:1][C:2]1[CH:3]=[C:4]([I:12])[C:5]2[N:6]([N:10]=[CH:9][N:8]=2)[CH:7]=1, predict the reactants needed to synthesize it. The reactants are: [Cl:1][C:2]1[CH:3]=[C:4]([I:12])[C:5](/[N:8]=[CH:9]\[NH:10]O)=[N:6][CH:7]=1. (5) Given the product [Br:1][C:2]1[CH:3]=[CH:4][C:5]([C:8]2[O:9][CH2:10][C:11]([CH3:14])([CH3:13])[N:12]=2)=[CH:6][CH:7]=1.[CH3:13][C:11]1([CH3:14])[CH2:10][O:9][C:8]([C:5]2[CH:6]=[CH:7][C:2]([C:24]([OH:25])([C:26]3[CH:27]=[CH:28][CH:29]=[CH:30][CH:31]=3)[C:23]3[CH:22]=[C:21]([OH:20])[CH:34]=[CH:33][CH:32]=3)=[CH:3][CH:4]=2)=[N:12]1, predict the reactants needed to synthesize it. The reactants are: [Br:1][C:2]1[CH:7]=[CH:6][C:5]([C:8]2[O:9][CH2:10][C:11]([CH3:14])([CH3:13])[N:12]=2)=[CH:4][CH:3]=1.[Li]CCCC.[OH:20][C:21]1[CH:22]=[C:23]([CH:32]=[CH:33][CH:34]=1)[C:24]([C:26]1[CH:31]=[CH:30][CH:29]=[CH:28][CH:27]=1)=[O:25].O. (6) Given the product [CH3:1][C:2]1[CH:7]=[CH:6][C:5]([S:8]([O:11][CH2:12][CH:13]2[CH2:17][C:16]3[CH:18]=[CH:19][CH:20]=[C:21]([C:27]4[CH:26]=[CH:25][C:24]([F:23])=[CH:29][C:28]=4[F:30])[C:15]=3[O:14]2)(=[O:10])=[O:9])=[CH:4][CH:3]=1, predict the reactants needed to synthesize it. The reactants are: [CH3:1][C:2]1[CH:7]=[CH:6][C:5]([S:8]([O:11][CH2:12][CH:13]2[CH2:17][C:16]3[CH:18]=[CH:19][CH:20]=[C:21](Br)[C:15]=3[O:14]2)(=[O:10])=[O:9])=[CH:4][CH:3]=1.[F:23][C:24]1[CH:29]=[C:28]([F:30])[CH:27]=[CH:26][C:25]=1B(O)O.C(=O)([O-])[O-].[K+].[K+]. (7) Given the product [CH3:1][O:2][C:3]([C:5]1[C:10]([Cl:11])=[C:9]([NH2:12])[CH:8]=[C:7]([C:18]2[CH:23]=[CH:22][C:21]([Cl:24])=[C:20]([O:25][CH3:26])[C:19]=2[F:27])[N:6]=1)=[O:4], predict the reactants needed to synthesize it. The reactants are: [CH3:1][O:2][C:3]([C:5]1[NH:6][CH:7]([C:18]2[CH:23]=[CH:22][C:21]([Cl:24])=[C:20]([O:25][CH3:26])[C:19]=2[F:27])[CH2:8]/[C:9](=[N:12]\OS(C)(=O)=O)/[C:10]=1[Cl:11])=[O:4].